Dataset: Experimentally validated miRNA-target interactions with 360,000+ pairs, plus equal number of negative samples. Task: Binary Classification. Given a miRNA mature sequence and a target amino acid sequence, predict their likelihood of interaction. (1) The miRNA is hsa-miR-6877-3p with sequence CAGCCUCUGCCCUUGGCCUCC. The protein sequence of the target gene is MLFIFPLSLPWRPSCWKESCSTGQRQAGRSREDSVTPPPSSPWPTPPAGAMSTKQEARRDEGEARTRGQEAQLRDRAHLSQQRRLKQATQFLHKDSADLLPLDSLKRLGTSKDLQPRSVIQRRLVEGNPNWLQGEPPRMQDLIHGQESRRKTSRTEIPALLVNCKCQDQLLRVAVDTGTQYNRISAGCLSRLGLEKRVLKASAGDLAPGPPTQVEQLELQLGQETVVCSAQVVDAESPEFCLGLQTLLSLKCCIDLEHGVLRLKAPFSELPFLPLYQEPGQ. Result: 1 (interaction). (2) The miRNA is hsa-miR-548at-3p with sequence CAAAACCGCAGUAACUUUUGU. The protein sequence of the target gene is MADGDSGSERGGGGGPCGFQPASRGGGEQETQELASKRLDIQNKRFYLDVKQNAKGRFLKIAEVGAGGSKSRLTLSMAVAAEFRDSLGDFIEHYAQLGPSSPEQLAAGAEEGGGPRRALKSEFLVRENRKYYLDLKENQRGRFLRIRQTVNRGGGGFGAGPGPGGLQSGQTIALPAQGLIEFRDALAKLIDDYGGEDDELAGGPGGGAGGPGGGLYGELPEGTSITVDSKRFFFDVGCNKYGVFLRVSEVKPSYRNAITVPFKAWGKFGGAFCRYADEMKEIQERQRDKLYERRGGGSGG.... Result: 1 (interaction). (3) The miRNA is hsa-miR-27b-3p with sequence UUCACAGUGGCUAAGUUCUGC. The protein sequence of the target gene is MAGENFATPFHGHVGRGAFSDVYEPAEDTFLLLDALEAAAAELAGVEICLEVGSGSGVVSAFLASMIGPQALYMCTDINPEAAACTLETARCNKVHIQPVITDLVKGLLPRLTEKVDLLVFNPPYVVTPPQEVGSHGIEAAWAGGRNGREVMDRFFPLVPDLLSPRGLFYLVTIKENNPEEILKIMKTKGLQGTTALSRQAGQETLSVLKFTKS. Result: 0 (no interaction). (4) The miRNA is hsa-miR-584-5p with sequence UUAUGGUUUGCCUGGGACUGAG. The protein sequence of the target gene is MNQTDKNQQEIPSYLNDEPPEGSMKDHPQQQPGMLSRVTGGIFSVTKGAVGATIGGVAWIGGKSLEVTKTAVTTVPSMGIGLVKGGVSAVAGGVTAVGSAVVNKVPLTGKKKDKSD. Result: 1 (interaction). (5) The miRNA is mmu-miR-669j with sequence UGCAUAUACUCACAUGCAAACA. The protein sequence of the target gene is MPRGQKSKLRAREKRRKAREETQGLKVAHATAAEKEECPSSSPVLGDTPTSSPAAGIPQKPQGAPPTTTAAAAVSCTESDEGAKCQGEENASFSQATTSTESSVKDPVAWEAGMLMHFILRKYKMREPIMKADMLKVVDEKYKDHFTEILNGASRRLELVFGLDLKEDNPSGHTYTLVSKLNLTNDGNLSNDWDFPRNGLLMPLLGVIFLKGNSATEEEIWKFMNVLGAYDGEEHLIYGEPRKFITQDLVQEKYLKYEQVPNSDPPRYQFLWGPRAYAETTKMKVLEFLAKMNGATPRDF.... Result: 0 (no interaction). (6) The miRNA is mmu-miR-1971 with sequence GUAAAGGCUGGGCUGAGA. The protein sequence of the target gene is MQAKYSSTRDMLDDDDTTISLYSGTSTVTRRAEPRHSENGTPSSVWRPVALTLLTLCLVLLVGLAALGLVFFQFYQLSNIQQDSITEKDEKLGNMSRQLQSLQAQNRKLIETLQQVAVKLCRELYNKSGGHRCSPCPEKWKWYGDKCYQFYKESKNWQSCEYFCLADNATMLKISTQEELDFAMPQSYSEFFYSYWTGLSRNGSGKAWLWTDGTPYSFELFEIIIDPTNLRNRDCMTIFNGKAYSKDCKELRRCACERIAGRVVPGELQ. Result: 0 (no interaction). (7) The miRNA is hsa-miR-185-3p with sequence AGGGGCUGGCUUUCCUCUGGUC. The protein sequence of the target gene is MGDWSALGKLLDKVQAYSTAGGKVWLSVLFIFRILLLGTAVESAWGDEQSAFRCNTQQPGCENVCYDKSFPISHVRFWVLQIIFVSVPTLLYLAHVFYVMRKEEKLNKKEEELKVAQTDGVNVEMHLKQIEIKKFKYGIEEHGKVKMRGGLLRTYIISILFKSVFEVAFLLIQWYIYGFSLSAVYTCKRDPCPHQVDCFLSRPTEKTIFIIFMLVVSLVSLALNIIELFYVFFKGVKDRVKGRSDPYHATTGPLSPSKDCGSPKYAYFNGCSSPTAPLSPMSPPGYKLVTGDRNNSSCRN.... Result: 0 (no interaction).